Task: Predict the product of the given reaction.. Dataset: Forward reaction prediction with 1.9M reactions from USPTO patents (1976-2016) (1) Given the reactants [CH3:1][N:2]1[C:10]2[C:5](=[CH:6][CH:7]=[CH:8][CH:9]=2)[C:4]([CH2:11][N:12]2[CH2:17][CH2:16][CH2:15][C:14]3([CH2:26][C:25](=[O:27])[C:24]4[C:19](=[CH:20][CH:21]=[C:22](/[CH:28]=[CH:29]/[C:30]([NH:32][O:33]C5CCCCO5)=[O:31])[CH:23]=4)[O:18]3)[CH2:13]2)=[CH:3]1.Cl, predict the reaction product. The product is: [CH3:1][N:2]1[C:10]2[C:5](=[CH:6][CH:7]=[CH:8][CH:9]=2)[C:4]([CH2:11][N:12]2[CH2:17][CH2:16][CH2:15][C:14]3([CH2:26][C:25](=[O:27])[C:24]4[C:19](=[CH:20][CH:21]=[C:22](/[CH:28]=[CH:29]/[C:30]([NH:32][OH:33])=[O:31])[CH:23]=4)[O:18]3)[CH2:13]2)=[CH:3]1. (2) Given the reactants [CH3:1][S:2]([C:5]1[CH:25]=[CH:24][C:8]([CH2:9][N:10]2[CH:19]=[CH:18][C:17]3[C:12](=[CH:13][C:14]([C:20](O)=[O:21])=[CH:15][CH:16]=3)[C:11]2=[O:23])=[CH:7][CH:6]=1)(=[O:4])=[O:3].[CH3:26][O:27][C:28]1[CH:29]=[C:30]([CH:33]=[CH:34][CH:35]=1)[CH2:31][NH2:32], predict the reaction product. The product is: [CH3:26][O:27][C:28]1[CH:29]=[C:30]([CH:33]=[CH:34][CH:35]=1)[CH2:31][NH:32][C:20]([C:14]1[CH:13]=[C:12]2[C:17]([CH:18]=[CH:19][N:10]([CH2:9][C:8]3[CH:7]=[CH:6][C:5]([S:2]([CH3:1])(=[O:3])=[O:4])=[CH:25][CH:24]=3)[C:11]2=[O:23])=[CH:16][CH:15]=1)=[O:21]. (3) Given the reactants Br[C:2]1[CH:22]=[C:21]2[C:5]([CH2:6][C:7]3([C:20]2=[O:23])[CH2:18][C:17]2[C:19]4[C:13]([CH:14]=[CH:15][CH:16]=2)=[CH:12][CH:11]=[CH:10][C:9]=4[CH2:8]3)=[CH:4][CH:3]=1.[C:24]([C:26]1[CH:27]=[C:28](B(O)O)[CH:29]=[CH:30][CH:31]=1)#[N:25].C([O-])([O-])=O.[Cs+].[Cs+], predict the reaction product. The product is: [O:23]=[C:20]1[C:7]2([CH2:8][C:9]3[C:19]4[C:13]([CH:12]=[CH:11][CH:10]=3)=[CH:14][CH:15]=[CH:16][C:17]=4[CH2:18]2)[CH2:6][C:5]2[C:21]1=[CH:22][C:2]([C:30]1[CH:31]=[C:26]([CH:27]=[CH:28][CH:29]=1)[C:24]#[N:25])=[CH:3][CH:4]=2. (4) Given the reactants C(OC([N:8]1[CH2:12][C@H:11]([F:13])[CH2:10][C@H:9]1[C:14](=[O:25])[NH:15][CH2:16][C:17]1[CH:22]=[CH:21][CH:20]=[C:19]([Cl:23])[C:18]=1[F:24])=O)(C)(C)C.[C:26]([OH:32])([C:28]([F:31])([F:30])[F:29])=[O:27], predict the reaction product. The product is: [F:29][C:28]([F:31])([F:30])[C:26]([OH:32])=[O:27].[Cl:23][C:19]1[C:18]([F:24])=[C:17]([CH:22]=[CH:21][CH:20]=1)[CH2:16][NH:15][C:14]([C@@H:9]1[CH2:10][C@@H:11]([F:13])[CH2:12][NH:8]1)=[O:25].